From a dataset of Forward reaction prediction with 1.9M reactions from USPTO patents (1976-2016). Predict the product of the given reaction. (1) Given the reactants [Si]([O:8][CH2:9][C:10]1[N:15]=[C:14]2[N:16]([C:20]3[C:32]([Cl:33])=[CH:31][C:23]([O:24][CH2:25][C:26]([N:28]([CH3:30])[CH3:29])=[O:27])=[C:22]([O:34][CH2:35][C:36]4[C:41]([O:42][CH3:43])=[CH:40][CH:39]=[CH:38][C:37]=4[F:44])[CH:21]=3)[C:17](=[O:19])[NH:18][C:13]2=[C:12]([CH3:45])[CH:11]=1)(C(C)(C)C)(C)C.[F-].C([N+](CCCC)(CCCC)CCCC)CCC, predict the reaction product. The product is: [Cl:33][C:32]1[C:20]([N:16]2[C:14]3=[N:15][C:10]([CH2:9][OH:8])=[CH:11][C:12]([CH3:45])=[C:13]3[NH:18][C:17]2=[O:19])=[CH:21][C:22]([O:34][CH2:35][C:36]2[C:41]([O:42][CH3:43])=[CH:40][CH:39]=[CH:38][C:37]=2[F:44])=[C:23]([CH:31]=1)[O:24][CH2:25][C:26]([N:28]([CH3:29])[CH3:30])=[O:27]. (2) The product is: [S:1]1[C:5]([CH2:6][OH:7])=[CH:4][CH:3]=[C:2]1[CH2:9][OH:10]. Given the reactants [S:1]1[C:5]([C:6](O)=[O:7])=[CH:4][CH:3]=[C:2]1[C:9](O)=[O:10].[H-].[Al+3].[Li+].[H-].[H-].[H-].S([O-])([O-])(=O)=O.[Na+].[Na+], predict the reaction product. (3) Given the reactants Cl[CH2:2][C:3]1[N:7]([C:8]2[CH:13]=[CH:12][C:11]([C:14]([F:17])([F:16])[F:15])=[CH:10][CH:9]=2)[N:6]=[N:5][N:4]=1.[C@H:18]12[CH2:24][C@H:21]([NH:22][CH2:23]1)[CH2:20][N:19]2[C:25]([O:27][C:28]([CH3:31])([CH3:30])[CH3:29])=[O:26].C(N(CC)CC)C, predict the reaction product. The product is: [F:15][C:14]([F:17])([F:16])[C:11]1[CH:12]=[CH:13][C:8]([N:7]2[C:3]([CH2:2][N:22]3[CH2:23][C@@H:18]4[CH2:24][C@H:21]3[CH2:20][N:19]4[C:25]([O:27][C:28]([CH3:31])([CH3:30])[CH3:29])=[O:26])=[N:4][N:5]=[N:6]2)=[CH:9][CH:10]=1.